Dataset: Reaction yield outcomes from USPTO patents with 853,638 reactions. Task: Predict the reaction yield, written as a fraction of the theoretical maximum amount of product (1.0 means a 100% yield; for example, 0.34 means a 34% yield). (1) The reactants are [CH2:1]([C:3]1[CH2:4][CH:5]2[CH:8]([CH:9]=1)[C:7](=[C:10]1[C:15](=[O:16])[O:14][C:13]([CH3:18])([CH3:17])[O:12][C:11]1=[O:19])[CH2:6]2)[CH3:2].[C-:20]#[N:21].[Na+]. The catalyst is CCO. The product is [CH3:17][C:13]1([CH3:18])[O:12][C:11](=[O:19])[CH:10]([C:7]2([C:20]#[N:21])[CH2:6][CH:5]3[CH:8]2[CH:9]=[C:3]([CH2:1][CH3:2])[CH2:4]3)[C:15](=[O:16])[O:14]1. The yield is 0.212. (2) The reactants are Cl[C:2]1[N:9]=[C:8]([CH3:10])[CH:7]=[CH:6][C:3]=1[C:4]#[N:5].[C:11]([O:15][CH2:16][CH3:17])(=[O:14])[CH2:12][SH:13].C[O-].[Na+].[O-]CC.[Na+]. The catalyst is CN(C=O)C.O. The product is [NH2:5][C:4]1[C:3]2[C:2](=[N:9][C:8]([CH3:10])=[CH:7][CH:6]=2)[S:13][C:12]=1[C:11]([O:15][CH2:16][CH3:17])=[O:14]. The yield is 0.970. (3) The reactants are [CH2:1]1[CH2:6][C@H:5]([C:7]([OH:9])=[O:8])[CH2:4][CH2:3][C@H:2]1[CH2:10][NH2:11].[C:12]([O:20][CH:21]([O:23][C:24](ON1C(=O)CCC1=O)=[O:25])[CH3:22])(=[O:19])[C:13]1[CH:18]=[CH:17][CH:16]=[CH:15][CH:14]=1. The catalyst is CC(OC)(C)C.CC(C)=O.O. The product is [C:12]([O:20][CH:21]([O:23][C:24]([NH:11][CH2:10][C@H:2]1[CH2:3][CH2:4][C@H:5]([C:7]([OH:9])=[O:8])[CH2:6][CH2:1]1)=[O:25])[CH3:22])(=[O:19])[C:13]1[CH:18]=[CH:17][CH:16]=[CH:15][CH:14]=1. The yield is 0.180.